This data is from Reaction yield outcomes from USPTO patents with 853,638 reactions. The task is: Predict the reaction yield, written as a fraction of the theoretical maximum amount of product (1.0 means a 100% yield; for example, 0.34 means a 34% yield). (1) The reactants are [Br:1][C:2]1[CH:12]=[CH:11][C:5]([C:6](OCC)=[O:7])=[CH:4][C:3]=1[O:13][CH2:14][C:15]1[CH:20]=[CH:19][CH:18]=[CH:17][CH:16]=1.CC(C[AlH]CC(C)C)C.Cl. The catalyst is C(Cl)Cl. The product is [Br:1][C:2]1[CH:12]=[CH:11][C:5]([CH2:6][OH:7])=[CH:4][C:3]=1[O:13][CH2:14][C:15]1[CH:20]=[CH:19][CH:18]=[CH:17][CH:16]=1. The yield is 0.910. (2) The reactants are [C:1](Cl)(=O)C.[Br:5][C:6]1[CH:7]=[C:8]2[C:12](=[CH:13][CH:14]=1)[NH:11][C:10]([C:15]1[CH:20]=[CH:19][C:18]([Cl:21])=[CH:17][CH:16]=1)=[C:9]2[CH2:22][CH2:23][C:24]([OH:26])=[O:25]. The catalyst is CO. The product is [Br:5][C:6]1[CH:7]=[C:8]2[C:12](=[CH:13][CH:14]=1)[NH:11][C:10]([C:15]1[CH:16]=[CH:17][C:18]([Cl:21])=[CH:19][CH:20]=1)=[C:9]2[CH2:22][CH2:23][C:24]([O:26][CH3:1])=[O:25]. The yield is 0.840. (3) The reactants are FC(F)(F)S(O[C:7]1[CH:16]=[CH:15][C:14]2[C:9](=[CH:10][C:11]([O:17][CH3:18])=[CH:12][CH:13]=2)[CH:8]=1)(=O)=O.COCCOC.C(=O)([O-])[O-].[Na+].[Na+].[CH3:33][O:34][C:35]([C:37]1[CH:38]=[C:39](B(O)O)[CH:40]=[CH:41][CH:42]=1)=[O:36]. The catalyst is O.C1C=CC([P]([Pd]([P](C2C=CC=CC=2)(C2C=CC=CC=2)C2C=CC=CC=2)([P](C2C=CC=CC=2)(C2C=CC=CC=2)C2C=CC=CC=2)[P](C2C=CC=CC=2)(C2C=CC=CC=2)C2C=CC=CC=2)(C2C=CC=CC=2)C2C=CC=CC=2)=CC=1.C(OCC)(=O)C. The product is [CH3:18][O:17][C:11]1[CH:10]=[C:9]2[C:14]([CH:15]=[CH:16][C:7]([C:41]3[CH:42]=[C:37]([CH:38]=[CH:39][CH:40]=3)[C:35]([O:34][CH3:33])=[O:36])=[CH:8]2)=[CH:13][CH:12]=1. The yield is 0.880. (4) The reactants are [CH3:1][C:2](=[CH2:16])[CH2:3][CH2:4][O:5][C:6]1[CH:7]=[C:8]([NH:12][C:13](=[O:15])[CH3:14])[CH:9]=[CH:10][CH:11]=1.[Al+3].[Cl-].[Cl-].[Cl-].O. The catalyst is FC1C=CC=CC=1. The product is [CH3:16][C:2]1([CH3:1])[C:11]2[C:6](=[CH:7][C:8]([NH:12][C:13](=[O:15])[CH3:14])=[CH:9][CH:10]=2)[O:5][CH2:4][CH2:3]1. The yield is 0.540.